From a dataset of Full USPTO retrosynthesis dataset with 1.9M reactions from patents (1976-2016). Predict the reactants needed to synthesize the given product. (1) Given the product [C:9]([C:11]1[C:19]2[C:14](=[CH:15][CH:16]=[C:17]([CH2:20][CH2:21][NH:22][C:23](=[O:37])[C:24]3[CH:29]=[CH:28][C:27]([C:30]4[CH:35]=[CH:34][N:33]=[C:32]([NH:7][CH2:6][CH2:5][CH2:4][CH2:3][N:2]([CH3:8])[CH3:1])[N:31]=4)=[CH:26][CH:25]=3)[CH:18]=2)[NH:13][CH:12]=1)#[N:10], predict the reactants needed to synthesize it. The reactants are: [CH3:1][N:2]([CH3:8])[CH2:3][CH2:4][CH2:5][CH2:6][NH2:7].[C:9]([C:11]1[C:19]2[C:14](=[CH:15][CH:16]=[C:17]([CH2:20][CH2:21][NH:22][C:23](=[O:37])[C:24]3[CH:29]=[CH:28][C:27]([C:30]4[CH:35]=[CH:34][N:33]=[C:32](Cl)[N:31]=4)=[CH:26][CH:25]=3)[CH:18]=2)[NH:13][CH:12]=1)#[N:10]. (2) Given the product [C:1]([O:5][C:6]([N:8]1[CH2:9][CH2:10][N:11]([C:14]2[CH:22]=[CH:21][C:20]([NH2:23])=[C:19]3[C:15]=2[CH2:16][N:17]([CH3:27])[C:18]3=[O:26])[CH2:12][CH2:13]1)=[O:7])([CH3:4])([CH3:3])[CH3:2], predict the reactants needed to synthesize it. The reactants are: [C:1]([O:5][C:6]([N:8]1[CH2:13][CH2:12][N:11]([C:14]2[CH:22]=[CH:21][C:20]([N+:23]([O-])=O)=[C:19]3[C:15]=2[CH2:16][N:17]([CH3:27])[C:18]3=[O:26])[CH2:10][CH2:9]1)=[O:7])([CH3:4])([CH3:3])[CH3:2].Cl.[OH-].[Na+]. (3) Given the product [O:25]1[C:22]2[CH:23]=[CH:24][CH:19]=[CH:20][C:21]=2[N:26]=[CH:27]1, predict the reactants needed to synthesize it. The reactants are: [NH2:26][C:21]1[CH:20]=[C:19](C23CC4CC(CC([C:19]5[CH:24]=[CH:23][C:22]([OH:25])=[C:21]([NH2:26])[CH:20]=5)(C4)C2)C3)[CH:24]=[CH:23][C:22]=1[OH:25].[C:27]1(C#CC2C=C(C(Cl)=O)C=C(C=2)C(Cl)=O)C=CC=CC=1. (4) Given the product [Br:11][C:8]1[CH:9]=[C:4]([N+:1]([O-:3])=[O:2])[CH:5]=[CH:6][C:7]=1[OH:10], predict the reactants needed to synthesize it. The reactants are: [N+:1]([C:4]1[CH:9]=[CH:8][C:7]([OH:10])=[CH:6][CH:5]=1)([O-:3])=[O:2].[Br:11]N1C(=O)CCC1=O.